This data is from Forward reaction prediction with 1.9M reactions from USPTO patents (1976-2016). The task is: Predict the product of the given reaction. (1) Given the reactants [NH2:1][C:2]1[S:3][C:4]([C:10]2[CH:15]=[CH:14][C:13]([O:16][CH3:17])=[CH:12][CH:11]=2)=[CH:5][C:6]=1[C:7]([OH:9])=O.[C:18]([O:22][C:23]([N:25]1[CH2:31][CH2:30][CH2:29][CH2:28][C@H:27]([NH2:32])[CH2:26]1)=[O:24])([CH3:21])([CH3:20])[CH3:19].F[P-](F)(F)(F)(F)F.N1(O[P+](N(C)C)(N(C)C)N(C)C)C2C=CC=CC=2N=N1.CN1CCOCC1, predict the reaction product. The product is: [C:18]([O:22][C:23]([N:25]1[CH2:31][CH2:30][CH2:29][CH2:28][C@H:27]([NH:32][C:7]([C:6]2[CH:5]=[C:4]([C:10]3[CH:15]=[CH:14][C:13]([O:16][CH3:17])=[CH:12][CH:11]=3)[S:3][C:2]=2[NH2:1])=[O:9])[CH2:26]1)=[O:24])([CH3:21])([CH3:19])[CH3:20]. (2) Given the reactants [CH3:1][O:2][C:3]1[CH:4]=[CH:5][C:6]2[C:11](=[O:12])[N:10]([CH2:13][C:14]([OH:16])=O)[N:9]=[N:8][C:7]=2[CH:17]=1.[CH3:18][O:19][C:20]1[CH:25]=[CH:24][C:23]([C@@H:26]([NH2:28])[CH3:27])=[CH:22][CH:21]=1, predict the reaction product. The product is: [CH3:1][O:2][C:3]1[CH:4]=[CH:5][C:6]2[C:11](=[O:12])[N:10]([CH2:13][C:14]([NH:28][C@H:26]([C:23]3[CH:24]=[CH:25][C:20]([O:19][CH3:18])=[CH:21][CH:22]=3)[CH3:27])=[O:16])[N:9]=[N:8][C:7]=2[CH:17]=1. (3) Given the reactants Cl[C:2]1[CH:7]=[CH:6][N:5]=[C:4]([NH2:8])[CH:3]=1.[NH:9]1[CH2:14][CH2:13][O:12][CH2:11][CH2:10]1, predict the reaction product. The product is: [N:9]1([C:2]2[CH:7]=[CH:6][N:5]=[C:4]([NH2:8])[CH:3]=2)[CH2:14][CH2:13][O:12][CH2:11][CH2:10]1. (4) Given the reactants C(N(S(F)(F)[F:7])CC)C.C(Cl)(Cl)Cl.[Cl:14][C:15]1[CH:20]=[CH:19][CH:18]=[CH:17][C:16]=1[C:21]1(O)[CH2:26][CH2:25][N:24]([C:27]([O:29][CH2:30][C:31]2[CH:36]=[CH:35][CH:34]=[CH:33][CH:32]=2)=[O:28])[CH2:23][CH2:22]1.O, predict the reaction product. The product is: [Cl:14][C:15]1[CH:20]=[CH:19][CH:18]=[CH:17][C:16]=1[C:21]1([F:7])[CH2:26][CH2:25][N:24]([C:27]([O:29][CH2:30][C:31]2[CH:36]=[CH:35][CH:34]=[CH:33][CH:32]=2)=[O:28])[CH2:23][CH2:22]1. (5) Given the reactants [CH2:1]([C:5]1[N:9]([C:10]2[CH:15]=[CH:14][CH:13]=[CH:12][CH:11]=2)[N:8]=[C:7]([C:16](OCC)=[O:17])[C:6]=1[C:21]1[CH:26]=[CH:25][C:24]([C:27](=[O:42])[NH:28][S:29]([C:32]2[CH:41]=[CH:40][C:39]3[C:34](=[CH:35][CH:36]=[CH:37][CH:38]=3)[CH:33]=2)(=[O:31])=[O:30])=[CH:23][C:22]=1[C:43]([N:45]1[CH2:54][CH2:53][C:52]2[C:47](=[CH:48][CH:49]=[CH:50][CH:51]=2)[CH2:46]1)=[O:44])[CH2:2][CH2:3][CH3:4].[BH4-].[Li+], predict the reaction product. The product is: [CH2:1]([C:5]1[N:9]([C:10]2[CH:11]=[CH:12][CH:13]=[CH:14][CH:15]=2)[N:8]=[C:7]([CH2:16][OH:17])[C:6]=1[C:21]1[CH:26]=[CH:25][C:24]([C:27]([NH:28][S:29]([C:32]2[CH:41]=[CH:40][C:39]3[C:34](=[CH:35][CH:36]=[CH:37][CH:38]=3)[CH:33]=2)(=[O:30])=[O:31])=[O:42])=[CH:23][C:22]=1[C:43]([N:45]1[CH2:54][CH2:53][C:52]2[C:47](=[CH:48][CH:49]=[CH:50][CH:51]=2)[CH2:46]1)=[O:44])[CH2:2][CH2:3][CH3:4].